From a dataset of NCI-60 drug combinations with 297,098 pairs across 59 cell lines. Regression. Given two drug SMILES strings and cell line genomic features, predict the synergy score measuring deviation from expected non-interaction effect. Drug 1: C1CC(C1)(C(=O)O)C(=O)O.[NH2-].[NH2-].[Pt+2]. Drug 2: CC(C)NC(=O)C1=CC=C(C=C1)CNNC.Cl. Cell line: A549. Synergy scores: CSS=9.92, Synergy_ZIP=-1.27, Synergy_Bliss=0.906, Synergy_Loewe=-3.17, Synergy_HSA=-1.83.